From a dataset of Reaction yield outcomes from USPTO patents with 853,638 reactions. Predict the reaction yield, written as a fraction of the theoretical maximum amount of product (1.0 means a 100% yield; for example, 0.34 means a 34% yield). (1) The reactants are [F:1][C:2]1[CH:7]=[CH:6][C:5]([C:8]2[C:13]([C:14]([O:16][CH3:17])=[O:15])=[C:12]([CH:18]([CH3:20])[CH3:19])[N:11]=[C:10](O)[N:9]=2)=[CH:4][CH:3]=1.S(Cl)([Cl:24])=O.C1(C)C=CC=CC=1.C(=O)([O-])O.[Na+]. The catalyst is CN(C)C=O. The product is [Cl:24][C:10]1[N:9]=[C:8]([C:5]2[CH:6]=[CH:7][C:2]([F:1])=[CH:3][CH:4]=2)[C:13]([C:14]([O:16][CH3:17])=[O:15])=[C:12]([CH:18]([CH3:20])[CH3:19])[N:11]=1. The yield is 0.760. (2) The reactants are [CH3:1][C:2]1([CH3:12])[O:7][CH2:6][C:5]([CH3:11])([C:8]([OH:10])=O)[CH2:4][O:3]1.Cl.[CH3:14][NH:15][O:16][CH3:17].O.ON1C2C=CC=CC=2N=N1.Cl.C(N=C=NCCCN(C)C)C.C(N(CC)CC)C. The catalyst is O.CN(C=O)C. The product is [CH3:17][O:16][N:15]([CH3:14])[C:8]([C:5]1([CH3:11])[CH2:4][O:3][C:2]([CH3:1])([CH3:12])[O:7][CH2:6]1)=[O:10]. The yield is 0.860. (3) The catalyst is CN(C1C=CN=CC=1)C.C(Cl)Cl.CN(C=O)C. The product is [CH3:1][C:2]1[S:3][C:4]2[CH:10]=[CH:9][C:8]([C:11]([NH:19][CH2:18][C:17]3[CH:20]=[CH:21][CH:22]=[CH:23][C:16]=3[C:15]([F:14])([F:24])[F:25])=[O:13])=[CH:7][C:5]=2[N:6]=1. The reactants are [CH3:1][C:2]1[S:3][C:4]2[CH:10]=[CH:9][C:8]([C:11]([OH:13])=O)=[CH:7][C:5]=2[N:6]=1.[F:14][C:15]([F:25])([F:24])[C:16]1[CH:23]=[CH:22][CH:21]=[CH:20][C:17]=1[CH2:18][NH2:19].C(Cl)CCl. The yield is 0.533. (4) The reactants are [Br:1][C:2]1[CH:3]=[C:4]([C:14]([OH:16])=O)[C:5]2[CH:6]=[N:7][N:8]([CH:11]([CH3:13])[CH3:12])[C:9]=2[CH:10]=1.[NH2:17][CH2:18][C:19]1[C:20](=[O:28])[NH:21][C:22]([CH3:27])=[CH:23][C:24]=1[CH2:25][CH3:26].Cl.ON1C2N=CC=CC=2N=N1.CN1CCOCC1.C(Cl)CCl.C([O-])([O-])=O.[K+].[K+]. The catalyst is CS(C)=O. The product is [Br:1][C:2]1[CH:3]=[C:4]([C:14]([NH:17][CH2:18][C:19]2[C:20](=[O:28])[NH:21][C:22]([CH3:27])=[CH:23][C:24]=2[CH2:25][CH3:26])=[O:16])[C:5]2[CH:6]=[N:7][N:8]([CH:11]([CH3:12])[CH3:13])[C:9]=2[CH:10]=1. The yield is 0.820. (5) The yield is 0.820. The reactants are C([O:8][C:9]1[CH:14]=[C:13]([O:15]CC2C=CC=CC=2)[C:12]([C:23]2[CH:28]=[CH:27][CH:26]=[C:25]([C:29]([F:32])([F:31])[F:30])[CH:24]=2)=[CH:11][C:10]=1[C:33]1[N:37]([CH2:38][CH2:39][CH2:40][O:41][CH3:42])[N:36]=[N:35][N:34]=1)C1C=CC=CC=1.[H][H]. The product is [CH3:42][O:41][CH2:40][CH2:39][CH2:38][N:37]1[C:33]([C:10]2[CH:11]=[C:12]([C:23]3[CH:28]=[CH:27][CH:26]=[C:25]([C:29]([F:32])([F:31])[F:30])[CH:24]=3)[C:13]([OH:15])=[CH:14][C:9]=2[OH:8])=[N:34][N:35]=[N:36]1. The catalyst is CO.[Pd].